From a dataset of Forward reaction prediction with 1.9M reactions from USPTO patents (1976-2016). Predict the product of the given reaction. (1) Given the reactants [CH2:1]([O:8][CH2:9][C@@H:10]1[CH2:14][CH2:13][S:12](=[O:16])(=[O:15])[N:11]1[C:17]1[CH:22]=[CH:21][C:20]([C:23]([N:25]2[CH2:30][CH2:29][N:28]([C:31]3[C:36]([CH3:37])=[CH:35][C:34]([CH3:38])=[CH:33][N:32]=3)[CH2:27][CH2:26]2)=[O:24])=[CH:19][CH:18]=1)[C:2]1[CH:7]=[CH:6][CH:5]=[CH:4][CH:3]=1.[ClH:39].C(OCC)(=O)C, predict the reaction product. The product is: [ClH:39].[CH2:1]([O:8][CH2:9][C@@H:10]1[CH2:14][CH2:13][S:12](=[O:15])(=[O:16])[N:11]1[C:17]1[CH:22]=[CH:21][C:20]([C:23]([N:25]2[CH2:26][CH2:27][N:28]([C:31]3[C:36]([CH3:37])=[CH:35][C:34]([CH3:38])=[CH:33][N:32]=3)[CH2:29][CH2:30]2)=[O:24])=[CH:19][CH:18]=1)[C:2]1[CH:3]=[CH:4][CH:5]=[CH:6][CH:7]=1. (2) The product is: [CH3:5][N:12]1[CH:13]=[C:14]([C:15]([O:17][CH2:18][CH3:19])=[O:16])[C:9](=[O:8])[C:10]2[S:22][CH:21]=[CH:20][C:11]1=2. Given the reactants S(OC)(O[CH3:5])(=O)=O.[OH:8][C:9]1[C:14]([C:15]([O:17][CH2:18][CH3:19])=[O:16])=[CH:13][N:12]=[C:11]2[CH:20]=[CH:21][S:22][C:10]=12.[OH-].[K+], predict the reaction product. (3) Given the reactants [OH:1][C:2]([CH:4]([C:6]1[CH:15]=[CH:14][C:9]([CH2:10][CH:11]([CH3:13])[CH3:12])=[CH:8][CH:7]=1)[CH3:5])=[O:3].[CH3:16][N:17]1[C@@H:34]2[CH2:35][C:22]3[CH:23]=[CH:24][C:25]([O:37][CH3:38])=[C:26]4[O:27][C@H:28]5[C:29]([CH2:31][CH2:32][C@:33]2([OH:36])[C@:20]5([C:21]=34)[CH2:19][CH2:18]1)=[O:30].Cl.C=CN1C(=O)CCC1, predict the reaction product. The product is: [CH3:16][N:17]1[C@@H:34]2[CH2:35][C:22]3[CH:23]=[CH:24][C:25]([O:37][CH3:38])=[C:26]4[O:27][C@H:28]5[C:29]([CH2:31][CH2:32][C@:33]2([OH:36])[C@:20]5([C:21]=34)[CH2:19][CH2:18]1)=[O:30].[OH:3][C:2]([CH:4]([C:6]1[CH:7]=[CH:8][C:9]([CH2:10][CH:11]([CH3:12])[CH3:13])=[CH:14][CH:15]=1)[CH3:5])=[O:1]. (4) Given the reactants [CH2:1]([O:3][C:4]([N:6]1[CH2:11][CH2:10][N:9]([C:12](=[O:39])[C@@H:13]([NH:23][C:24]([C:26]2[CH:31]=[C:30](Cl)[N:29]=[C:28]([C:33]3[CH:38]=[CH:37][CH:36]=[CH:35][CH:34]=3)[N:27]=2)=[O:25])[CH2:14][CH2:15][C:16]([O:18][C:19]([CH3:22])([CH3:21])[CH3:20])=[O:17])[CH2:8][CH2:7]1)=[O:5])[CH3:2].Cl.[CH2:41]([O:43][C:44](=[O:47])[CH2:45][NH2:46])[CH3:42].CCN(CC)CC.O, predict the reaction product. The product is: [CH2:1]([O:3][C:4]([N:6]1[CH2:11][CH2:10][N:9]([C:12](=[O:39])[C@@H:13]([NH:23][C:24]([C:26]2[CH:31]=[C:30]([NH:46][CH2:45][C:44]([O:43][CH2:41][CH3:42])=[O:47])[N:29]=[C:28]([C:33]3[CH:38]=[CH:37][CH:36]=[CH:35][CH:34]=3)[N:27]=2)=[O:25])[CH2:14][CH2:15][C:16]([O:18][C:19]([CH3:22])([CH3:21])[CH3:20])=[O:17])[CH2:8][CH2:7]1)=[O:5])[CH3:2]. (5) Given the reactants [F:1][C:2]1([F:36])[CH2:3][CH2:4][N:5]([C:19](=[O:35])[C:20]2[CH:25]=[CH:24][C:23]([O:26][CH2:27][C@H:28]([F:30])[CH3:29])=[CH:22][C:21]=2[C:31]([F:34])([F:33])[F:32])[C:6]2[CH:17]=[CH:16][C:15]([F:18])=[CH:14][C:7]=2/[C:8]/1=[CH:9]/[C:10]([O:12]C)=[O:11].[OH-].[Na+].Cl, predict the reaction product. The product is: [F:36][C:2]1([F:1])[CH2:3][CH2:4][N:5]([C:19](=[O:35])[C:20]2[CH:25]=[CH:24][C:23]([O:26][CH2:27][C@H:28]([F:30])[CH3:29])=[CH:22][C:21]=2[C:31]([F:33])([F:32])[F:34])[C:6]2[CH:17]=[CH:16][C:15]([F:18])=[CH:14][C:7]=2/[C:8]/1=[CH:9]/[C:10]([OH:12])=[O:11]. (6) Given the reactants Br[CH2:2][C:3]1[CH:11]=[CH:10][C:6]([C:7]([OH:9])=[O:8])=[CH:5][C:4]=1[N+:12]([O-:14])=[O:13].[CH3:15][S:16]([O-:18])=[O:17].[Na+], predict the reaction product. The product is: [CH3:15][S:16]([CH2:2][C:3]1[CH:11]=[CH:10][C:6]([C:7]([OH:9])=[O:8])=[CH:5][C:4]=1[N+:12]([O-:14])=[O:13])(=[O:18])=[O:17]. (7) The product is: [C:1]1([CH2:7][C@H:8]([NH:27][CH2:29][C:30]([NH2:32])=[O:31])[CH2:9][NH:10][C:11]2[C:12]3[CH:26]=[CH:25][N:24]=[CH:23][C:13]=3[N:14]=[C:15]([C:17]3[CH:22]=[CH:21][N:20]=[CH:19][CH:18]=3)[N:16]=2)[CH:6]=[CH:5][CH:4]=[CH:3][CH:2]=1. Given the reactants [C:1]1([CH2:7][C@H:8]([NH2:27])[CH2:9][NH:10][C:11]2[C:12]3[CH:26]=[CH:25][N:24]=[CH:23][C:13]=3[N:14]=[C:15]([C:17]3[CH:22]=[CH:21][N:20]=[CH:19][CH:18]=3)[N:16]=2)[CH:6]=[CH:5][CH:4]=[CH:3][CH:2]=1.Br[CH2:29][C:30]([NH2:32])=[O:31].C(=O)([O-])[O-].[K+].[K+], predict the reaction product. (8) The product is: [CH:22]1([C:2]2[C:3]([O:9][CH2:10][C@H:11]3[CH2:13][C@@H:12]3[C:14]3[CH:19]=[CH:18][C:17]([CH3:20])=[CH:16][N:15]=3)=[N:4][C:5]([CH3:8])=[N:6][CH:7]=2)[CH2:27][CH2:26][CH2:25][CH2:24][CH2:23]1. Given the reactants Br[C:2]1[C:3]([O:9][CH2:10][C@H:11]2[CH2:13][C@@H:12]2[C:14]2[CH:19]=[CH:18][C:17]([CH3:20])=[CH:16][N:15]=2)=[N:4][C:5]([CH3:8])=[N:6][CH:7]=1.[Br-].[CH:22]1([Zn+])[CH2:27][CH2:26][CH2:25][CH2:24][CH2:23]1, predict the reaction product. (9) Given the reactants [Cl:1][C:2]1[N:6]([C:7]2[CH:12]=[CH:11][C:10]([C:13]3[CH:18]=[CH:17][CH:16]=[C:15]([O:19][CH3:20])[C:14]=3[OH:21])=[CH:9][CH:8]=2)[C:5]([C:22]([O:24]CC)=O)=[C:4]([NH:27][C:28]([NH:30][CH2:31][CH2:32][C:33]([O:35]CC)=[O:34])=[O:29])[CH:3]=1.[Na], predict the reaction product. The product is: [Cl:1][C:2]1[N:6]([C:7]2[CH:12]=[CH:11][C:10]([C:13]3[CH:18]=[CH:17][CH:16]=[C:15]([O:19][CH3:20])[C:14]=3[OH:21])=[CH:9][CH:8]=2)[C:5]2[C:22](=[O:24])[N:30]([CH2:31][CH2:32][C:33]([OH:35])=[O:34])[C:28](=[O:29])[NH:27][C:4]=2[CH:3]=1.